This data is from Cav3 T-type calcium channel HTS with 100,875 compounds. The task is: Binary Classification. Given a drug SMILES string, predict its activity (active/inactive) in a high-throughput screening assay against a specified biological target. (1) The compound is S(=O)(=O)(NC1CC1)c1c(OCC)ccc(n2nnnc2)c1. The result is 0 (inactive). (2) The drug is S(Cc1c(onc1C)C)c1n2c(nn1)cccc2. The result is 0 (inactive). (3) The drug is o1c(c(c(cc1=O)C)C(=O)Nc1c2nonc2ccc1)C. The result is 0 (inactive). (4) The drug is O(c1c(C(N2CCN(CC2)c2c(c(ccc2)C)C)c2n(nnn2)Cc2occc2)cccc1)C. The result is 1 (active). (5) The molecule is Oc1cc(c2nc3n(n2)cnc2c3C3(CCCC3)Cc3c2cccc3)ccc1. The result is 0 (inactive). (6) The molecule is Clc1ccc(c2oc(C(=S)N3CCN(CC3)CCC#N)cc2)cc1. The result is 0 (inactive). (7) The molecule is Clc1ccc(S(=O)(=O)C2(CC2)C(=O)N2CCN(CC2)c2c(ccc(Cl)c2)C)cc1. The result is 1 (active). (8) The molecule is Brc1oc(C(Oc2ccc(c3nc4c(nc3)cccc4)cc2)=O)cc1. The result is 0 (inactive).